Dataset: Peptide-MHC class I binding affinity with 185,985 pairs from IEDB/IMGT. Task: Regression. Given a peptide amino acid sequence and an MHC pseudo amino acid sequence, predict their binding affinity value. This is MHC class I binding data. (1) The peptide sequence is QVKRREGMF. The MHC is HLA-A02:03 with pseudo-sequence HLA-A02:03. The binding affinity (normalized) is 0.0847. (2) The peptide sequence is GEISPLPSL. The MHC is Mamu-A11 with pseudo-sequence Mamu-A11. The binding affinity (normalized) is 1.00. (3) The peptide sequence is VFTTNIWLK. The MHC is HLA-A23:01 with pseudo-sequence HLA-A23:01. The binding affinity (normalized) is 0.0443. (4) The peptide sequence is ISDPLTSGL. The MHC is HLA-B58:01 with pseudo-sequence HLA-B58:01. The binding affinity (normalized) is 0.443.